This data is from Full USPTO retrosynthesis dataset with 1.9M reactions from patents (1976-2016). The task is: Predict the reactants needed to synthesize the given product. (1) Given the product [F:1][C:2]1[CH:30]=[CH:29][CH:28]=[CH:27][C:3]=1[CH2:4][N:5]1[C:9]2=[N:10][CH:11]=[CH:12][CH:13]=[C:8]2[C:7]([C:14]2[N:15]=[C:16]([N:37]3[CH2:38][CH:33]([C:32]([F:40])([F:41])[F:31])[CH2:34][CH2:35][C:36]3=[O:39])[C:17]3[C:22]([CH3:24])([CH3:23])[C:21](=[O:25])[NH:20][C:18]=3[N:19]=2)=[N:6]1, predict the reactants needed to synthesize it. The reactants are: [F:1][C:2]1[CH:30]=[CH:29][CH:28]=[CH:27][C:3]=1[CH2:4][N:5]1[C:9]2=[N:10][CH:11]=[CH:12][CH:13]=[C:8]2[C:7]([C:14]2[N:15]=[C:16](I)[C:17]3[C:22]([CH3:24])([CH3:23])[C:21](=[O:25])[NH:20][C:18]=3[N:19]=2)=[N:6]1.[F:31][C:32]([F:41])([F:40])[CH:33]1[CH2:38][NH:37][C:36](=[O:39])[CH2:35][CH2:34]1.C(=O)([O-])[O-].[Cs+].[Cs+].OC1C=CC=CC=1C=NO. (2) Given the product [S:25]1[CH:26]=[N:27][N:28]=[C:24]1[NH:23][C:17](=[O:18])[C:16]([C:9]1[C:10]2[C:15](=[CH:14][CH:13]=[CH:12][CH:11]=2)[N:7]([CH2:6][C:5]2[CH:21]=[CH:22][C:2]([F:1])=[CH:3][CH:4]=2)[CH:8]=1)=[O:20], predict the reactants needed to synthesize it. The reactants are: [F:1][C:2]1[CH:22]=[CH:21][C:5]([CH2:6][N:7]2[C:15]3[C:10](=[CH:11][CH:12]=[CH:13][CH:14]=3)[C:9]([C:16](=[O:20])[C:17](Cl)=[O:18])=[CH:8]2)=[CH:4][CH:3]=1.[NH2:23][C:24]1[S:25][CH:26]=[N:27][N:28]=1.